Dataset: Reaction yield outcomes from USPTO patents with 853,638 reactions. Task: Predict the reaction yield, written as a fraction of the theoretical maximum amount of product (1.0 means a 100% yield; for example, 0.34 means a 34% yield). (1) The reactants are [CH3:1][C:2]1[CH:7]=[C:6]([CH3:8])[NH:5][C:4](=[O:9])[C:3]=1[CH2:10][NH:11][C:12]([C:14]1[C:15]([CH3:43])=[C:16]([N:28]([CH3:42])[CH:29]2[CH2:34][CH2:33][N:32](C(OC(C)(C)C)=O)[CH2:31][CH2:30]2)[CH:17]=[C:18]([C:20]2[CH:21]=[N:22][C:23]([CH:26]=O)=[CH:24][CH:25]=2)[CH:19]=1)=[O:13].[NH:44]1[CH2:49][CH2:48][O:47][CH2:46][CH2:45]1.CO.C(O)(=O)C.[BH3-]C#N.[Na+]. No catalyst specified. The product is [CH3:1][C:2]1[CH:7]=[C:6]([CH3:8])[NH:5][C:4](=[O:9])[C:3]=1[CH2:10][NH:11][C:12](=[O:13])[C:14]1[CH:19]=[C:18]([C:20]2[CH:21]=[N:22][C:23]([CH2:26][N:44]3[CH2:49][CH2:48][O:47][CH2:46][CH2:45]3)=[CH:24][CH:25]=2)[CH:17]=[C:16]([N:28]([CH3:42])[CH:29]2[CH2:34][CH2:33][NH:32][CH2:31][CH2:30]2)[C:15]=1[CH3:43]. The yield is 0.658. (2) The reactants are Cl[CH2:2][CH:3]1[CH2:7][CH2:6][O:5][CH2:4]1.C(=O)([O-])[O-].[K+].[K+].[CH2:14]([NH2:17])[CH2:15][NH2:16]. The catalyst is C(O)C. The product is [O:5]1[CH2:6][CH2:7][CH:3]([CH2:2][NH:16][CH2:15][CH2:14][NH2:17])[CH2:4]1. The yield is 0.770.